This data is from Forward reaction prediction with 1.9M reactions from USPTO patents (1976-2016). The task is: Predict the product of the given reaction. (1) Given the reactants [CH3:1][O:2][C:3]1[C:10]([O:11][CH3:12])=[C:9]([O:13][CH3:14])[CH:8]=[CH:7][C:4]=1[CH:5]=O.CO[CH:17](OC)[CH2:18][CH2:19][C:20]#[N:21], predict the reaction product. The product is: [CH3:14][O:13][C:9]1[CH:8]=[C:7]2[C:4](=[C:3]([O:2][CH3:1])[C:10]=1[O:11][CH3:12])[CH:5]=[C:19]([C:20]#[N:21])[CH:18]=[CH:17]2. (2) The product is: [F:5][CH2:4][C:3]([C:7]1[CH:11]=[C:10]([NH:12][C:13]([NH:40][C:39]2[CH:41]=[CH:42][CH:43]=[C:37]([O:36][C:27]3[C:26]4[C:31](=[CH:32][C:33]([O:34][CH3:35])=[C:24]([O:23][CH3:22])[CH:25]=4)[N:30]=[CH:29][N:28]=3)[CH:38]=2)=[O:21])[O:9][N:8]=1)([CH3:6])[CH2:2][F:1]. Given the reactants [F:1][CH2:2][C:3]([C:7]1[CH:11]=[C:10]([NH:12][C:13](=[O:21])OC2C=CC=CC=2)[O:9][N:8]=1)([CH3:6])[CH2:4][F:5].[CH3:22][O:23][C:24]1[CH:25]=[C:26]2[C:31](=[CH:32][C:33]=1[O:34][CH3:35])[N:30]=[CH:29][N:28]=[C:27]2[O:36][C:37]1[CH:38]=[C:39]([CH:41]=[CH:42][CH:43]=1)[NH2:40].C(N(CC)C(C)C)(C)C, predict the reaction product. (3) Given the reactants [Br:1][C:2]1[CH:3]=[C:4]([S:8][C:9]2[C:17]3[C:12](=[CH:13][C:14]([Cl:18])=[CH:15][CH:16]=3)[NH:11][C:10]=2[CH3:19])[CH:5]=[CH:6][CH:7]=1.Br[C:21]1[CH:22]=[N:23][CH:24]=[CH:25][CH:26]=1, predict the reaction product. The product is: [Br:1][C:2]1[CH:3]=[C:4]([S:8][C:9]2[C:17]3[C:12](=[CH:13][C:14]([Cl:18])=[CH:15][CH:16]=3)[N:11]([C:21]3[CH:22]=[N:23][CH:24]=[CH:25][CH:26]=3)[C:10]=2[CH3:19])[CH:5]=[CH:6][CH:7]=1.